Dataset: NCI-60 drug combinations with 297,098 pairs across 59 cell lines. Task: Regression. Given two drug SMILES strings and cell line genomic features, predict the synergy score measuring deviation from expected non-interaction effect. (1) Drug 1: CN1CCC(CC1)COC2=C(C=C3C(=C2)N=CN=C3NC4=C(C=C(C=C4)Br)F)OC. Drug 2: C1CC(=O)NC(=O)C1N2C(=O)C3=CC=CC=C3C2=O. Cell line: UACC-257. Synergy scores: CSS=5.04, Synergy_ZIP=-1.22, Synergy_Bliss=3.02, Synergy_Loewe=1.24, Synergy_HSA=2.07. (2) Drug 1: CC1C(C(=O)NC(C(=O)N2CCCC2C(=O)N(CC(=O)N(C(C(=O)O1)C(C)C)C)C)C(C)C)NC(=O)C3=C4C(=C(C=C3)C)OC5=C(C(=O)C(=C(C5=N4)C(=O)NC6C(OC(=O)C(N(C(=O)CN(C(=O)C7CCCN7C(=O)C(NC6=O)C(C)C)C)C)C(C)C)C)N)C. Synergy scores: CSS=64.3, Synergy_ZIP=6.39, Synergy_Bliss=8.32, Synergy_Loewe=5.42, Synergy_HSA=6.90. Drug 2: N.N.Cl[Pt+2]Cl. Cell line: HL-60(TB).